Regression/Classification. Given a drug SMILES string, predict its absorption, distribution, metabolism, or excretion properties. Task type varies by dataset: regression for continuous measurements (e.g., permeability, clearance, half-life) or binary classification for categorical outcomes (e.g., BBB penetration, CYP inhibition). Dataset: hlm. From a dataset of Human liver microsome stability data. The compound is N#Cc1cc(-c2ccc(C3(C(F)(F)F)CC3)cc2)ccn1. The result is 0 (unstable in human liver microsomes).